Dataset: Full USPTO retrosynthesis dataset with 1.9M reactions from patents (1976-2016). Task: Predict the reactants needed to synthesize the given product. (1) The reactants are: Br[CH2:2][C:3]([NH:5][C@:6]12[CH2:41][CH2:40][C@@H:39]([C:42]([CH3:44])=[CH2:43])[C@@H:7]1[C@@H:8]1[C@@:21]([CH3:24])([CH2:22][CH2:23]2)[C@@:20]2([CH3:25])[C@@H:11]([C@:12]3([CH3:38])[C@@H:17]([CH2:18][CH2:19]2)[C:16]([CH3:27])([CH3:26])[C:15]([C:28]2[CH:37]=[CH:36][C:31]([C:32]([O:34][CH3:35])=[O:33])=[CH:30][CH:29]=2)=[CH:14][CH2:13]3)[CH2:10][CH2:9]1)=[O:4].C(N(CC)C(C)C)(C)C.Br.[C@H:55]12[CH2:61][C@H:58]([NH:59][CH2:60]1)[CH2:57][S:56]2(=[O:63])=[O:62]. Given the product [O:62]=[S:56]1(=[O:63])[CH2:57][C@@H:58]2[CH2:61][C@H:55]1[CH2:60][N:59]2[CH2:2][C:3]([NH:5][C@:6]12[CH2:41][CH2:40][C@@H:39]([C:42]([CH3:44])=[CH2:43])[C@@H:7]1[C@@H:8]1[C@@:21]([CH3:24])([CH2:22][CH2:23]2)[C@@:20]2([CH3:25])[C@@H:11]([C@:12]3([CH3:38])[C@@H:17]([CH2:18][CH2:19]2)[C:16]([CH3:27])([CH3:26])[C:15]([C:28]2[CH:37]=[CH:36][C:31]([C:32]([O:34][CH3:35])=[O:33])=[CH:30][CH:29]=2)=[CH:14][CH2:13]3)[CH2:10][CH2:9]1)=[O:4], predict the reactants needed to synthesize it. (2) Given the product [ClH:1].[NH2:40][CH2:39][CH2:38][O:37][CH2:36][CH2:35][O:34][CH2:33][CH2:32][O:31][CH2:30][CH2:29][O:28][CH2:27][CH2:26][C:25]([NH:24][CH2:23][C:20]1[CH:19]=[CH:18][C:17]([C:15](=[O:16])[NH:14][CH2:13][CH2:12][O:11][CH2:10][CH2:9][O:8][CH2:7][CH2:6][CH2:5][CH2:4][CH2:3][CH2:2][Cl:1])=[CH:22][CH:21]=1)=[O:48], predict the reactants needed to synthesize it. The reactants are: [Cl:1][CH2:2][CH2:3][CH2:4][CH2:5][CH2:6][CH2:7][O:8][CH2:9][CH2:10][O:11][CH2:12][CH2:13][NH:14][C:15]([C:17]1[CH:22]=[CH:21][C:20]([CH2:23][NH:24][C:25](=[O:48])[CH2:26][CH2:27][O:28][CH2:29][CH2:30][O:31][CH2:32][CH2:33][O:34][CH2:35][CH2:36][O:37][CH2:38][CH2:39][NH:40]C(=O)OC(C)(C)C)=[CH:19][CH:18]=1)=[O:16].Cl.O1CCOCC1. (3) The reactants are: [NH2:1][C:2]1[CH:7]=[CH:6][CH:5]=[CH:4][CH:3]=1.Br[C:9]([CH3:16])([CH3:15])[C:10]([O:12][CH2:13][CH3:14])=[O:11].C(=O)([O-])[O-].[K+].[K+]. Given the product [NH:1]([C:9]([CH3:16])([CH3:15])[C:10]([O:12][CH2:13][CH3:14])=[O:11])[C:2]1[CH:7]=[CH:6][CH:5]=[CH:4][CH:3]=1, predict the reactants needed to synthesize it. (4) Given the product [Br:10][C:11]1[C:16]([C:8]([C:3]2[CH:4]=[CH:5][CH:6]=[CH:7][C:2]=2[Cl:1])=[O:9])=[CH:15][CH:14]=[CH:13][N:12]=1, predict the reactants needed to synthesize it. The reactants are: [Cl:1][C:2]1[CH:7]=[CH:6][CH:5]=[CH:4][C:3]=1[CH2:8][OH:9].[Br:10][C:11]1[CH:16]=[CH:15][CH:14]=[CH:13][N:12]=1. (5) The reactants are: N1([CH2:6][CH2:7][S:8]([N:11]2[CH2:16][CH2:15][CH:14]([C:17]3[C:25]4[C:20](=[C:21]([C:31]([NH2:33])=[O:32])[CH:22]=[C:23](C5C=CSC=5)[CH:24]=4)[NH:19][CH:18]=3)[CH2:13][CH2:12]2)(=[O:10])=[O:9])CCCC1.[Cl:34][C:35]1[S:39][C:38](B(O)O)=[CH:37][CH:36]=1.C(=O)([O-])[O-].[K+].[K+].O1[CH2:54][CH2:53]OCC1. Given the product [Cl:34][C:35]1[S:39][C:38]([C:23]2[CH:24]=[C:25]3[C:20](=[C:21]([C:31]([NH2:33])=[O:32])[CH:22]=2)[NH:19][CH:18]=[C:17]3[CH:14]2[CH2:13][CH2:12][N:11]([S:8]([CH2:7][CH2:6][CH2:16][N:11]3[CH2:54][CH2:53][CH2:13][CH2:12]3)(=[O:10])=[O:9])[CH2:16][CH2:15]2)=[CH:37][CH:36]=1, predict the reactants needed to synthesize it. (6) Given the product [CH3:20][N:21]([CH3:23])/[CH:22]=[CH:1]/[C:2]1[CH:11]=[C:10]([N+:12]([O-:14])=[O:13])[CH:9]=[CH:8][C:3]=1[C:4]([O:6][CH3:7])=[O:5], predict the reactants needed to synthesize it. The reactants are: [CH3:1][C:2]1[CH:11]=[C:10]([N+:12]([O-:14])=[O:13])[CH:9]=[CH:8][C:3]=1[C:4]([O:6][CH3:7])=[O:5].C(O[CH:20](N(C)C)[N:21]([CH3:23])[CH3:22])(C)(C)C.